This data is from Reaction yield outcomes from USPTO patents with 853,638 reactions. The task is: Predict the reaction yield, written as a fraction of the theoretical maximum amount of product (1.0 means a 100% yield; for example, 0.34 means a 34% yield). (1) The reactants are [N+:1]([C:4]1[CH:12]=[CH:11][C:7]([C:8](Cl)=[O:9])=[CH:6][CH:5]=1)([O-:3])=[O:2].[OH:13][C@H:14]1[C:18]2[N:19]=[CH:20][N:21]=[C:22]([N:23]3[CH2:28][CH2:27][N:26]([C:29]([O:31][C:32]([CH3:35])([CH3:34])[CH3:33])=[O:30])[CH2:25][CH2:24]3)[C:17]=2[C@H:16]([CH3:36])[CH2:15]1.C(N(CC)CC)C.C([O-])(O)=O.[Na+]. The catalyst is C(Cl)Cl. The product is [CH3:36][C@H:16]1[C:17]2[C:22]([N:23]3[CH2:28][CH2:27][N:26]([C:29]([O:31][C:32]([CH3:35])([CH3:34])[CH3:33])=[O:30])[CH2:25][CH2:24]3)=[N:21][CH:20]=[N:19][C:18]=2[C@H:14]([O:13][C:8](=[O:9])[C:7]2[CH:6]=[CH:5][C:4]([N+:1]([O-:3])=[O:2])=[CH:12][CH:11]=2)[CH2:15]1. The yield is 0.845. (2) The reactants are [CH:1]1([CH2:6][CH:7]([N:11]2[C:16](=[O:17])[CH:15]=[C:14]([O:18][C:19]3[CH:24]=[CH:23][CH:22]=[CH:21][C:20]=3[C:25]([F:28])([F:27])[F:26])[CH:13]=[N:12]2)[C:8](O)=[O:9])[CH2:5][CH2:4][CH2:3][CH2:2]1.C(N=C=NC(C)C)(C)C.ON1C2C=CC=CC=2N=N1.[NH2:48][C:49]1[CH:53]=[CH:52][N:51]([CH2:54][C:55]([CH3:58])([OH:57])[CH3:56])[N:50]=1. The catalyst is C(Cl)Cl. The product is [CH:1]1([CH2:6][CH:7]([N:11]2[C:16](=[O:17])[CH:15]=[C:14]([O:18][C:19]3[CH:24]=[CH:23][CH:22]=[CH:21][C:20]=3[C:25]([F:26])([F:28])[F:27])[CH:13]=[N:12]2)[C:8]([NH:48][C:49]2[CH:53]=[CH:52][N:51]([CH2:54][C:55]([OH:57])([CH3:56])[CH3:58])[N:50]=2)=[O:9])[CH2:2][CH2:3][CH2:4][CH2:5]1. The yield is 0.530. (3) The reactants are [H-].[Na+].[OH:3][CH:4]1[CH2:7][N:6]([C:8]([O:10][C:11]([CH3:14])([CH3:13])[CH3:12])=[O:9])[CH2:5]1.Br[CH2:16][C:17]#[N:18]. The catalyst is C1COCC1. The product is [C:17]([CH2:16][O:3][CH:4]1[CH2:5][N:6]([C:8]([O:10][C:11]([CH3:14])([CH3:13])[CH3:12])=[O:9])[CH2:7]1)#[N:18]. The yield is 0.420. (4) The reactants are [C:1]([C:4]1[CH:13]=[CH:12][C:7]([C:8]([O:10][CH3:11])=[O:9])=[CH:6][C:5]=1[O:14][CH3:15])(=O)[CH3:2].Cl.[NH2:17][OH:18].C([O-])(=O)C.[Na+]. The catalyst is CO. The product is [OH:18][N:17]=[C:1]([C:4]1[CH:13]=[CH:12][C:7]([C:8]([O:10][CH3:11])=[O:9])=[CH:6][C:5]=1[O:14][CH3:15])[CH3:2]. The yield is 0.980.